From a dataset of Catalyst prediction with 721,799 reactions and 888 catalyst types from USPTO. Predict which catalyst facilitates the given reaction. (1) Reactant: [CH2:1]([O:3][C:4](=[O:22])[CH2:5][C:6]1[NH:7][C:8]2[C:13]([C:14]=1[S:15][C:16]([CH3:19])([CH3:18])[CH3:17])=[CH:12][C:11]([O:20][CH3:21])=[CH:10][CH:9]=2)[CH3:2].[H-].[Na+].[CH2:25](Br)[C:26]1[CH:31]=[CH:30][CH:29]=[CH:28][CH:27]=1. Product: [CH2:1]([O:3][C:4](=[O:22])[CH:5]([C:6]1[NH:7][C:8]2[C:13]([C:14]=1[S:15][C:16]([CH3:17])([CH3:18])[CH3:19])=[CH:12][C:11]([O:20][CH3:21])=[CH:10][CH:9]=2)[CH2:25][C:26]1[CH:31]=[CH:30][CH:29]=[CH:28][CH:27]=1)[CH3:2]. The catalyst class is: 3. (2) Reactant: [F:1][C:2]1[C:3]([CH2:29][CH2:30][C:31]2[S:32][CH:33]=[C:34]([CH:36]([CH3:38])[CH3:37])[N:35]=2)=[CH:4][C:5]2[N:6]([CH:28]=1)[C:7](=[O:27])[C:8](/[CH:18]=[CH:19]/[C:20]([O:22][C:23]([CH3:26])([CH3:25])[CH3:24])=[O:21])=[C:9]([N:11]1[CH2:16][CH2:15][CH2:14][CH:13]([OH:17])[CH2:12]1)[N:10]=2.ClC(Cl)(Cl)[C:41]([N:43]=C=O)=[O:42].CO.C(Cl)(Cl)Cl.C([O-])=O.[Na+]. Product: [NH2:43][C:41]([O:17][CH:13]1[CH2:14][CH2:15][CH2:16][N:11]([C:9]2[N:10]=[C:5]3[CH:4]=[C:3]([CH2:29][CH2:30][C:31]4[S:32][CH:33]=[C:34]([CH:36]([CH3:38])[CH3:37])[N:35]=4)[C:2]([F:1])=[CH:28][N:6]3[C:7](=[O:27])[C:8]=2/[CH:18]=[CH:19]/[C:20]([O:22][C:23]([CH3:26])([CH3:25])[CH3:24])=[O:21])[CH2:12]1)=[O:42]. The catalyst class is: 13. (3) Reactant: [C:1]([Si:5](Cl)([CH3:7])[CH3:6])([CH3:4])([CH3:3])[CH3:2].[OH:9][C:10]([CH3:23])([CH2:21][OH:22])[C:11]([O:13][CH2:14][C:15]1[CH:20]=[CH:19][CH:18]=[CH:17][CH:16]=1)=[O:12].N1C=CN=C1. Product: [Si:5]([O:22][CH2:21][C:10]([OH:9])([CH3:23])[C:11]([O:13][CH2:14][C:15]1[CH:20]=[CH:19][CH:18]=[CH:17][CH:16]=1)=[O:12])([C:1]([CH3:4])([CH3:3])[CH3:2])([CH3:7])[CH3:6]. The catalyst class is: 3.